From a dataset of Forward reaction prediction with 1.9M reactions from USPTO patents (1976-2016). Predict the product of the given reaction. Given the reactants [C:1]([C:6]1[CH:7]=[CH:8][C:9]2[O:14][CH2:13][C:12](=[O:15])[NH:11][C:10]=2[CH:16]=1)(=[O:5])[CH:2]([CH3:4])[CH3:3].[BrH:17].Br.[NH+]1C=CC=CC=1, predict the reaction product. The product is: [Br:17][C:2]([CH3:4])([CH3:3])[C:1]([C:6]1[CH:7]=[CH:8][C:9]2[O:14][CH2:13][C:12](=[O:15])[NH:11][C:10]=2[CH:16]=1)=[O:5].